This data is from Reaction yield outcomes from USPTO patents with 853,638 reactions. The task is: Predict the reaction yield, written as a fraction of the theoretical maximum amount of product (1.0 means a 100% yield; for example, 0.34 means a 34% yield). The yield is 0.870. The catalyst is O1CCCC1. The reactants are [C:1]([C:3]1[CH:11]=[CH:10][C:6]([C:7](Cl)=[O:8])=[CH:5][CH:4]=1)#[CH:2].[CH3:12][OH:13]. The product is [C:1]([C:3]1[CH:11]=[CH:10][C:6]([C:7]([O:13][CH3:12])=[O:8])=[CH:5][CH:4]=1)#[CH:2].